This data is from Catalyst prediction with 721,799 reactions and 888 catalyst types from USPTO. The task is: Predict which catalyst facilitates the given reaction. (1) Reactant: [CH3:1][C:2]1[C:6]([CH3:7])=[C:5]([NH:8][C:9](=[O:16])OCC(Cl)(Cl)Cl)[O:4][N:3]=1.[C:17]1([C:29]2[CH:34]=[CH:33][CH:32]=[CH:31][CH:30]=2)[CH:22]=[CH:21][CH:20]=[C:19]([N:23]2[CH2:28][CH2:27][NH:26][CH2:25][CH2:24]2)[CH:18]=1.C(N(C(C)C)CC)(C)C.O. Product: [C:17]1([C:29]2[CH:30]=[CH:31][CH:32]=[CH:33][CH:34]=2)[CH:22]=[CH:21][CH:20]=[C:19]([N:23]2[CH2:24][CH2:25][N:26]([C:9]([NH:8][C:5]3[O:4][N:3]=[C:2]([CH3:1])[C:6]=3[CH3:7])=[O:16])[CH2:27][CH2:28]2)[CH:18]=1. The catalyst class is: 16. (2) Reactant: [C@H:1]12[CH2:7][C@H:4]([CH:5]=[CH:6]1)[CH2:3][C@@H:2]2[C:8]([OH:10])=[O:9].C([O-])([O-])=O.[Na+].[Na+].[I:17]I.[O-]S([O-])(=S)=O.[Na+].[Na+]. Product: [I:17][C@@H:5]1[C@H:6]2[O:9][C:8](=[O:10])[C@H:2]3[CH2:3][C@@H:4]1[CH2:7][C@@H:1]23. The catalyst class is: 232.